Dataset: TCR-epitope binding with 47,182 pairs between 192 epitopes and 23,139 TCRs. Task: Binary Classification. Given a T-cell receptor sequence (or CDR3 region) and an epitope sequence, predict whether binding occurs between them. (1) The epitope is LVLSVNPYV. The TCR CDR3 sequence is CASSQDDVGGRYGYTF. Result: 0 (the TCR does not bind to the epitope). (2) The epitope is GLCTLVAML. The TCR CDR3 sequence is CSASLAGGPFQETQYF. Result: 1 (the TCR binds to the epitope). (3) The epitope is IPIQASLPF. The TCR CDR3 sequence is CASSYLGSGDNQPQHF. Result: 1 (the TCR binds to the epitope). (4) The epitope is IPSINVHHY. The TCR CDR3 sequence is CAISEPPESNTEAFF. Result: 0 (the TCR does not bind to the epitope). (5) Result: 1 (the TCR binds to the epitope). The TCR CDR3 sequence is CASSLGLAGVDTQYF. The epitope is MPASWVMRI. (6) The epitope is RLRAEAQVK. The TCR CDR3 sequence is CSARAAGRQTSTYEQYF. Result: 1 (the TCR binds to the epitope).